From a dataset of Forward reaction prediction with 1.9M reactions from USPTO patents (1976-2016). Predict the product of the given reaction. Given the reactants [N:1]1[C:10]2[C:5](=[CH:6][CH:7]=[CH:8][CH:9]=2)[CH:4]=[CH:3][C:2]=1[N:11]1[CH2:14][CH:13]([O:15][C:16]2[N:17]=[N:18][CH:19]=[CH:20][C:21]=2[N:22]2[CH2:27][CH2:26][CH:25]([C:28](=[O:30])[CH3:29])[CH2:24][CH2:23]2)[CH2:12]1.[BH4-].[BH4-].[BH4-].[BH4-].[Na+].[Na+].[Na+].[Na+].[Cl-].[NH4+], predict the reaction product. The product is: [N:1]1[C:10]2[C:5](=[CH:6][CH:7]=[CH:8][CH:9]=2)[CH:4]=[CH:3][C:2]=1[N:11]1[CH2:12][CH:13]([O:15][C:16]2[N:17]=[N:18][CH:19]=[CH:20][C:21]=2[N:22]2[CH2:23][CH2:24][CH:25]([CH:28]([OH:30])[CH3:29])[CH2:26][CH2:27]2)[CH2:14]1.